This data is from Forward reaction prediction with 1.9M reactions from USPTO patents (1976-2016). The task is: Predict the product of the given reaction. (1) Given the reactants [F:1][C:2]1[CH:3]=[C:4]2[C:8](=[C:9]([C:12]([OH:14])=O)[C:10]=1[F:11])[NH:7][CH:6]=[CH:5]2.[C:15]([C:19]1[CH:38]=[CH:37][C:22]([CH2:23][NH:24][CH2:25][CH2:26][C:27]2[CH:32]=[CH:31][CH:30]=[C:29]([C:33]([F:36])([F:35])[F:34])[CH:28]=2)=[CH:21][CH:20]=1)([CH3:18])([CH3:17])[CH3:16].CCN=C=NCCCN(C)C.Cl, predict the reaction product. The product is: [C:15]([C:19]1[CH:38]=[CH:37][C:22]([CH2:23][N:24]([CH2:25][CH2:26][C:27]2[CH:32]=[CH:31][CH:30]=[C:29]([C:33]([F:36])([F:34])[F:35])[CH:28]=2)[C:12]([C:9]2[C:10]([F:11])=[C:2]([F:1])[CH:3]=[C:4]3[C:8]=2[NH:7][CH:6]=[CH:5]3)=[O:14])=[CH:21][CH:20]=1)([CH3:18])([CH3:16])[CH3:17]. (2) Given the reactants [CH:1]([N:5]1[CH:13]=[N:12][C:11]2[C:6]1=[N:7][C:8]([N:21]1[CH2:26][CH2:25][O:24][CH2:23][CH2:22]1)=[N:9][C:10]=2[C:14]1[CH:15]=[N:16][C:17]([NH2:20])=[N:18][CH:19]=1)([CH2:3][CH3:4])[CH3:2].C1C(=O)N([Br:34])C(=O)C1, predict the reaction product. The product is: [Br:34][C:13]1[N:5]([CH:1]([CH2:3][CH3:4])[CH3:2])[C:6]2[C:11]([N:12]=1)=[C:10]([C:14]1[CH:15]=[N:16][C:17]([NH2:20])=[N:18][CH:19]=1)[N:9]=[C:8]([N:21]1[CH2:26][CH2:25][O:24][CH2:23][CH2:22]1)[N:7]=2. (3) Given the reactants [C:1]([O:5][C:6]([N:8]1[CH2:12][CH2:11][CH2:10][CH:9]1[CH2:13][C:14]#[CH:15])=[O:7])([CH3:4])([CH3:3])[CH3:2].C(N(CC)C(C)C)(C)C.[CH2:25]([O:27][C:28]([C:30]1[C:39](=[O:40])[C:38]2[C:33](=[C:34](OS(C(F)(F)F)(=O)=O)[C:35]([F:42])=[C:36]([F:41])[CH:37]=2)[N:32]([CH:51]2[CH2:53][CH2:52]2)[CH:31]=1)=[O:29])[CH3:26], predict the reaction product. The product is: [CH2:25]([O:27][C:28]([C:30]1[C:39](=[O:40])[C:38]2[C:33](=[C:34]([C:15]#[C:14][CH2:13][CH:9]3[CH2:10][CH2:11][CH2:12][N:8]3[C:6]([O:5][C:1]([CH3:4])([CH3:3])[CH3:2])=[O:7])[C:35]([F:42])=[C:36]([F:41])[CH:37]=2)[N:32]([CH:51]2[CH2:52][CH2:53]2)[CH:31]=1)=[O:29])[CH3:26].